This data is from Full USPTO retrosynthesis dataset with 1.9M reactions from patents (1976-2016). The task is: Predict the reactants needed to synthesize the given product. (1) Given the product [OH:24][C:18]1([CH2:17][NH:16][C:8]([C:5]2[CH:4]=[C:3]([O:11][CH2:12][CH:13]3[CH2:15][CH2:14]3)[C:2]([Cl:1])=[CH:7][N:6]=2)=[O:10])[CH2:23][CH2:22][CH2:21][CH2:20][CH2:19]1, predict the reactants needed to synthesize it. The reactants are: [Cl:1][C:2]1[C:3]([O:11][CH2:12][CH:13]2[CH2:15][CH2:14]2)=[CH:4][C:5]([C:8]([OH:10])=O)=[N:6][CH:7]=1.[NH2:16][CH2:17][C:18]1([OH:24])[CH2:23][CH2:22][CH2:21][CH2:20][CH2:19]1. (2) The reactants are: [NH3:1].[Cl:2][C:3]1[CH:23]=[CH:22][C:6]2[N:7]=[C:8]([NH:10][C:11]([NH:13][CH2:14][CH2:15][CH2:16][C:17](OCC)=[O:18])=[O:12])[S:9][C:5]=2[CH:4]=1. Given the product [Cl:2][C:3]1[CH:23]=[CH:22][C:6]2[N:7]=[C:8]([NH:10][C:11]([NH:13][CH2:14][CH2:15][CH2:16][C:17]([NH2:1])=[O:18])=[O:12])[S:9][C:5]=2[CH:4]=1, predict the reactants needed to synthesize it. (3) Given the product [C:6]([O:10][C:11]([N:13]1[CH2:18][C@H:17]([CH2:19][Cl:5])[N:16]([CH2:21][C:22]([N:24]2[C:32]3[CH:31]=[C:30]([CH2:33][C:34]4[CH:39]=[CH:38][C:37]([F:40])=[CH:36][C:35]=4[F:41])[N:29]=[CH:28][C:27]=3[C:26]([CH3:43])([CH3:42])[CH2:25]2)=[O:23])[CH2:15][C@H:14]1[CH3:44])=[O:12])([CH3:9])([CH3:8])[CH3:7], predict the reactants needed to synthesize it. The reactants are: CS([Cl:5])(=O)=O.[C:6]([O:10][C:11]([N:13]1[CH2:18][C@H:17]([CH2:19]O)[N:16]([CH2:21][C:22]([N:24]2[C:32]3[CH:31]=[C:30]([CH2:33][C:34]4[CH:39]=[CH:38][C:37]([F:40])=[CH:36][C:35]=4[F:41])[N:29]=[CH:28][C:27]=3[C:26]([CH3:43])([CH3:42])[CH2:25]2)=[O:23])[CH2:15][C@H:14]1[CH3:44])=[O:12])([CH3:9])([CH3:8])[CH3:7].C(N(CC)CC)C.